The task is: Regression. Given two drug SMILES strings and cell line genomic features, predict the synergy score measuring deviation from expected non-interaction effect.. This data is from NCI-60 drug combinations with 297,098 pairs across 59 cell lines. (1) Drug 1: C1=CC(=C2C(=C1NCCNCCO)C(=O)C3=C(C=CC(=C3C2=O)O)O)NCCNCCO. Drug 2: C1=CC(=CC=C1CCCC(=O)O)N(CCCl)CCCl. Cell line: SK-OV-3. Synergy scores: CSS=51.4, Synergy_ZIP=-3.23, Synergy_Bliss=-0.227, Synergy_Loewe=0.363, Synergy_HSA=3.04. (2) Drug 1: C1=CC(=CC=C1CCC2=CNC3=C2C(=O)NC(=N3)N)C(=O)NC(CCC(=O)O)C(=O)O. Cell line: SF-539. Drug 2: CC1CCC2CC(C(=CC=CC=CC(CC(C(=O)C(C(C(=CC(C(=O)CC(OC(=O)C3CCCCN3C(=O)C(=O)C1(O2)O)C(C)CC4CCC(C(C4)OC)O)C)C)O)OC)C)C)C)OC. Synergy scores: CSS=36.2, Synergy_ZIP=-4.27, Synergy_Bliss=-2.89, Synergy_Loewe=0.438, Synergy_HSA=2.08. (3) Drug 1: CC(C1=C(C=CC(=C1Cl)F)Cl)OC2=C(N=CC(=C2)C3=CN(N=C3)C4CCNCC4)N. Drug 2: CCC1=CC2CC(C3=C(CN(C2)C1)C4=CC=CC=C4N3)(C5=C(C=C6C(=C5)C78CCN9C7C(C=CC9)(C(C(C8N6C)(C(=O)OC)O)OC(=O)C)CC)OC)C(=O)OC.C(C(C(=O)O)O)(C(=O)O)O. Cell line: SK-OV-3. Synergy scores: CSS=40.2, Synergy_ZIP=3.12, Synergy_Bliss=3.76, Synergy_Loewe=-13.7, Synergy_HSA=4.44. (4) Drug 1: C(=O)(N)NO. Drug 2: CCN(CC)CCCC(C)NC1=C2C=C(C=CC2=NC3=C1C=CC(=C3)Cl)OC. Cell line: SF-539. Synergy scores: CSS=9.97, Synergy_ZIP=-4.96, Synergy_Bliss=-3.26, Synergy_Loewe=-10.5, Synergy_HSA=-0.449. (5) Drug 2: CN(C(=O)NC(C=O)C(C(C(CO)O)O)O)N=O. Synergy scores: CSS=-9.32, Synergy_ZIP=1.05, Synergy_Bliss=-7.45, Synergy_Loewe=-10.5, Synergy_HSA=-10.8. Drug 1: CN(C)C1=NC(=NC(=N1)N(C)C)N(C)C. Cell line: MCF7. (6) Cell line: SW-620. Drug 2: CC1=C(C(=O)C2=C(C1=O)N3CC4C(C3(C2COC(=O)N)OC)N4)N. Synergy scores: CSS=39.8, Synergy_ZIP=7.04, Synergy_Bliss=7.12, Synergy_Loewe=-2.74, Synergy_HSA=6.96. Drug 1: CC12CCC(CC1=CCC3C2CCC4(C3CC=C4C5=CN=CC=C5)C)O. (7) Drug 1: CC(CN1CC(=O)NC(=O)C1)N2CC(=O)NC(=O)C2. Drug 2: C1=CC(=CC=C1CC(C(=O)O)N)N(CCCl)CCCl.Cl. Cell line: UACC-257. Synergy scores: CSS=16.7, Synergy_ZIP=-0.815, Synergy_Bliss=11.5, Synergy_Loewe=7.01, Synergy_HSA=7.86.